From a dataset of Full USPTO retrosynthesis dataset with 1.9M reactions from patents (1976-2016). Predict the reactants needed to synthesize the given product. (1) Given the product [OH:22][C:12]1[CH:11]=[C:10]([CH:15]=[C:14]([O:16][C@H:17]2[CH2:21][CH2:20][O:19][CH2:18]2)[CH:13]=1)[C:9]([NH:8][C:5]1[CH:4]=[N:3][C:2]([CH3:1])=[CH:7][N:6]=1)=[O:30], predict the reactants needed to synthesize it. The reactants are: [CH3:1][C:2]1[N:3]=[CH:4][C:5]([NH:8][C:9](=[O:30])[C:10]2[CH:15]=[C:14]([O:16][C@H:17]3[CH2:21][CH2:20][O:19][CH2:18]3)[CH:13]=[C:12]([O:22]CC3C=CC=CC=3)[CH:11]=2)=[N:6][CH:7]=1. (2) Given the product [CH:1]1([N:4]2[CH:7]=[C:8]([C:9]([O:11][CH2:12][CH3:13])=[O:10])[N:14]=[CH:15]2)[CH2:3][CH2:2]1, predict the reactants needed to synthesize it. The reactants are: [CH:1]1([NH2:4])[CH2:3][CH2:2]1.CN(C)/[CH:7]=[C:8](\[N+:14]#[C-:15])/[C:9]([O:11][CH2:12][CH3:13])=[O:10].